From a dataset of M1 muscarinic receptor agonist screen with 61,833 compounds. Binary Classification. Given a drug SMILES string, predict its activity (active/inactive) in a high-throughput screening assay against a specified biological target. (1) The molecule is O=C1N(C(\C(C1=O)=C(/O)c1ccc(OCC=C)cc1)c1cc(OC)c(O)cc1)CCCOC. The result is 0 (inactive). (2) The molecule is O1C23C(C(C1C=C3)C(=O)NC)C(=O)N(C2C(=O)NCc1ccc(OC)cc1)CC#C. The result is 0 (inactive). (3) The drug is S(c1nc(N)c(c(C(C)C)c1C#N)C#N)CC(OC)=O. The result is 0 (inactive). (4) The molecule is Clc1cc(c(OCC(=O)N2CC(CC(C2)C)C)cc1)C. The result is 0 (inactive). (5) The drug is s\1c=2n(C(C(=C(N2)C)C(OC)=O)c2sccc2)c(=O)c1=C\c1sccc1. The result is 0 (inactive). (6) The molecule is S(Cc1c(cccc1)C)c1nc(N)c(cn1)C#N. The result is 0 (inactive). (7) The molecule is s1n(c(=S)c(c1N)C(OCC)=O)CC=C. The result is 0 (inactive). (8) The molecule is s1c2c(nc1CSCC(OCC(=O)NCCOC)=O)cccc2. The result is 0 (inactive). (9) The molecule is O=c1n(c(=O)n(c2nc3n(CCCN3Cc3ccccc3)c12)C)C\C=C\c1ccccc1. The result is 0 (inactive). (10) The compound is S(Cc1ccc(cc1)C(OCC)=O)c1n(N)c(nn1)c1ccncc1. The result is 0 (inactive).